This data is from NCI-60 drug combinations with 297,098 pairs across 59 cell lines. The task is: Regression. Given two drug SMILES strings and cell line genomic features, predict the synergy score measuring deviation from expected non-interaction effect. (1) Drug 1: CN1C2=C(C=C(C=C2)N(CCCl)CCCl)N=C1CCCC(=O)O.Cl. Drug 2: C#CCC(CC1=CN=C2C(=N1)C(=NC(=N2)N)N)C3=CC=C(C=C3)C(=O)NC(CCC(=O)O)C(=O)O. Cell line: HT29. Synergy scores: CSS=-1.02, Synergy_ZIP=8.04, Synergy_Bliss=13.7, Synergy_Loewe=-12.7, Synergy_HSA=1.02. (2) Drug 1: CNC(=O)C1=CC=CC=C1SC2=CC3=C(C=C2)C(=NN3)C=CC4=CC=CC=N4. Drug 2: C1CC(C1)(C(=O)O)C(=O)O.[NH2-].[NH2-].[Pt+2]. Cell line: OVCAR-8. Synergy scores: CSS=9.56, Synergy_ZIP=3.53, Synergy_Bliss=4.57, Synergy_Loewe=1.14, Synergy_HSA=3.45. (3) Drug 1: CCC1=CC2CC(C3=C(CN(C2)C1)C4=CC=CC=C4N3)(C5=C(C=C6C(=C5)C78CCN9C7C(C=CC9)(C(C(C8N6C)(C(=O)OC)O)OC(=O)C)CC)OC)C(=O)OC.C(C(C(=O)O)O)(C(=O)O)O. Drug 2: CC=C1C(=O)NC(C(=O)OC2CC(=O)NC(C(=O)NC(CSSCCC=C2)C(=O)N1)C(C)C)C(C)C. Cell line: A549. Synergy scores: CSS=80.2, Synergy_ZIP=2.11, Synergy_Bliss=4.17, Synergy_Loewe=-27.3, Synergy_HSA=5.50.